This data is from Reaction yield outcomes from USPTO patents with 853,638 reactions. The task is: Predict the reaction yield, written as a fraction of the theoretical maximum amount of product (1.0 means a 100% yield; for example, 0.34 means a 34% yield). (1) The reactants are [CH3:1][NH:2][C:3]1[CH:8]=[CH:7][C:6]([O:9][CH2:10][C:11]2[CH:16]=[CH:15][CH:14]=[CH:13][CH:12]=2)=[CH:5][C:4]=1[F:17].[H-].[Na+].[F:20][C:21]1[CH:26]=[CH:25][C:24]([N:27]=[C:28]=[O:29])=[CH:23][CH:22]=1.O. The yield is 0.217. The catalyst is CN(C)C=O.C(OCC)(=O)C. The product is [CH2:10]([O:9][C:6]1[CH:7]=[CH:8][C:3]([N:2]([CH3:1])[C:28]([NH:27][C:24]2[CH:25]=[CH:26][C:21]([F:20])=[CH:22][CH:23]=2)=[O:29])=[C:4]([F:17])[CH:5]=1)[C:11]1[CH:12]=[CH:13][CH:14]=[CH:15][CH:16]=1. (2) The reactants are [C:1](=O)([O-])[O-].[Cs+].[Cs+].[CH2:7]([O:14][C:15]1[CH:20]=[CH:19][C:18]([CH2:21][CH2:22][CH:23]([S:29]([CH3:32])(=[O:31])=[O:30])[C:24]([O:26][CH2:27][CH3:28])=[O:25])=[CH:17][CH:16]=1)[C:8]1[CH:13]=[CH:12][CH:11]=[CH:10][CH:9]=1.IC.Cl. The catalyst is CN(C=O)C. The product is [CH2:7]([O:14][C:15]1[CH:20]=[CH:19][C:18]([CH2:21][CH2:22][C:23]([CH3:1])([S:29]([CH3:32])(=[O:30])=[O:31])[C:24]([O:26][CH2:27][CH3:28])=[O:25])=[CH:17][CH:16]=1)[C:8]1[CH:9]=[CH:10][CH:11]=[CH:12][CH:13]=1. The yield is 0.909. (3) The reactants are [OH:1][B:2]1[C:6]2[CH:7]=[C:8]([NH:11][S:12]([C:15]3[N:20]=[CH:19][C:18]([NH:21]C(=O)OCC4C=CC=CC=4)=[CH:17][C:16]=3[NH:32][C:33]3[CH:38]=[N:37][CH:36]=[CH:35][N:34]=3)(=[O:14])=[O:13])[CH:9]=[CH:10][C:5]=2[CH2:4][O:3]1. The catalyst is CO.[C].[Pd]. The product is [NH2:21][C:18]1[CH:17]=[C:16]([NH:32][C:33]2[CH:38]=[N:37][CH:36]=[CH:35][N:34]=2)[C:15]([S:12]([NH:11][C:8]2[CH:9]=[CH:10][C:5]3[CH2:4][O:3][B:2]([OH:1])[C:6]=3[CH:7]=2)(=[O:13])=[O:14])=[N:20][CH:19]=1. The yield is 0.110. (4) The reactants are Cl.[CH3:2][N:3]([CH3:10])[C:4]([NH:6][C:7](=[NH:9])[NH2:8])=[NH:5].[OH-].[Na+]. No catalyst specified. The product is [CH3:2][N:3]([C:4]([NH:6][C:7]([NH2:9])=[NH:8])=[NH:5])[CH3:10]. The yield is 1.02.